This data is from Reaction yield outcomes from USPTO patents with 853,638 reactions. The task is: Predict the reaction yield, written as a fraction of the theoretical maximum amount of product (1.0 means a 100% yield; for example, 0.34 means a 34% yield). (1) The yield is 1.00. The reactants are [CH3:1][N:2]1[C:10]2[C:5](=[CH:6][C:7]([C:11]([NH:13][C:14]3[CH:22]=[C:21]4[C:17]([C:18]([C:23]5[CH:28]=[CH:27][C:26]([N+:29]([O-])=O)=[CH:25][CH:24]=5)=[CH:19][NH:20]4)=[CH:16][CH:15]=3)=[O:12])=[CH:8][CH:9]=2)[CH:4]=[CH:3]1.[H][H]. The product is [NH2:29][C:26]1[CH:25]=[CH:24][C:23]([C:18]2[C:17]3[C:21](=[CH:22][C:14]([NH:13][C:11]([C:7]4[CH:6]=[C:5]5[C:10](=[CH:9][CH:8]=4)[N:2]([CH3:1])[CH:3]=[CH:4]5)=[O:12])=[CH:15][CH:16]=3)[NH:20][CH:19]=2)=[CH:28][CH:27]=1. The catalyst is C(O)C.[OH-].[OH-].[Pd+2]. (2) The reactants are [Cl-].C([P+](CCCC)(CCCC)CCCC)C1C=CC=CC=1.Cl[CH2:23][CH2:24][CH2:25][CH2:26][CH2:27][CH2:28][CH2:29][CH3:30].[Cl:31][SiH:32]([Cl:34])[Cl:33]. No catalyst specified. The product is [CH2:23]([Si:32]([Cl:34])([Cl:33])[Cl:31])[CH2:24][CH2:25][CH2:26][CH2:27][CH2:28][CH2:29][CH3:30]. The yield is 0.870. (3) The reactants are S(=O)(=O)(O)O.[Cl:6][C:7]1[CH:15]=[C:11]([C:12]([OH:14])=[O:13])[C:10]([OH:16])=[CH:9][CH:8]=1.[C:17](OC(=O)C)(=[O:19])[CH3:18]. No catalyst specified. The product is [C:17]([O:16][C:10]1[CH:9]=[CH:8][C:7]([Cl:6])=[CH:15][C:11]=1[C:12]([OH:14])=[O:13])(=[O:19])[CH3:18]. The yield is 0.930. (4) The reactants are [CH3:1][O:2][CH2:3][C@H:4]([C:6]1[CH:11]=[CH:10][CH:9]=[CH:8][CH:7]=1)[NH2:5].[CH:12]([C:14]1([C:17]([O:19][CH3:20])=[O:18])[CH2:16][CH2:15]1)=O.[BH-](OC(C)=O)(OC(C)=O)OC(C)=O.[Na+].CC(O)C. The catalyst is C(Cl)Cl. The product is [CH3:1][O:2][CH2:3][C@@H:4]([NH:5][CH2:12][C:14]1([C:17]([O:19][CH3:20])=[O:18])[CH2:16][CH2:15]1)[C:6]1[CH:11]=[CH:10][CH:9]=[CH:8][CH:7]=1. The yield is 0.610. (5) The reactants are [S:1]1[C:5]2[CH:6]=[CH:7][CH:8]=[CH:9][C:4]=2[N:3]=[C:2]1[C:10]1[CH:11]=[C:12]([S:15](Cl)(=[O:17])=[O:16])[S:13][CH:14]=1.[CH3:19][C:20]1[CH:25]=[CH:24][N:23]=[C:22]([NH2:26])[CH:21]=1. The catalyst is N1C=CC=CC=1. The product is [CH3:19][C:20]1[CH:25]=[CH:24][N:23]=[C:22]([NH:26][S:15]([C:12]2[S:13][CH:14]=[C:10]([C:2]3[S:1][C:5]4[CH:6]=[CH:7][CH:8]=[CH:9][C:4]=4[N:3]=3)[CH:11]=2)(=[O:17])=[O:16])[CH:21]=1. The yield is 0.400. (6) The reactants are Br[CH2:2][C:3]([O:5][C:6]([CH3:9])([CH3:8])[CH3:7])=[O:4].Cl.[CH2:11]([O:18][CH2:19][C:20]1[C:21]([O:30][CH3:31])=[N:22][CH:23]=[CH:24][C:25]=1[C:26](=[O:29])[CH2:27][CH3:28])[C:12]1[CH:17]=[CH:16][CH:15]=[CH:14][CH:13]=1.[Cl-].[NH4+]. The catalyst is O1CCCC1.[Zn]. The product is [CH2:11]([O:18][CH2:19][C:20]1[C:21]([O:30][CH3:31])=[N:22][CH:23]=[CH:24][C:25]=1[C:26]([OH:29])([CH2:27][CH3:28])[CH2:2][C:3]([O:5][C:6]([CH3:9])([CH3:8])[CH3:7])=[O:4])[C:12]1[CH:13]=[CH:14][CH:15]=[CH:16][CH:17]=1. The yield is 0.950. (7) The reactants are [OH:1][CH2:2][CH2:3][CH:4]1[NH:9][CH2:8][CH2:7][N:6]2[CH:10]=[C:11]([C:13]3[CH:18]=[CH:17][CH:16]=[CH:15][C:14]=3[O:19][CH3:20])[N:12]=[C:5]12.O.[C:22]([O:26][C:27](O[C:27]([O:26][C:22]([CH3:25])([CH3:24])[CH3:23])=[O:28])=[O:28])([CH3:25])([CH3:24])[CH3:23].[OH-].[Na+]. The catalyst is C1COCC1. The product is [CH3:23][C:22]([CH3:25])([O:26][C:27]([N:9]1[CH2:8][CH2:7][N:6]2[CH:10]=[C:11]([C:13]3[CH:18]=[CH:17][CH:16]=[CH:15][C:14]=3[O:19][CH3:20])[N:12]=[C:5]2[CH:4]1[CH2:3][CH2:2][OH:1])=[O:28])[CH3:24]. The yield is 0.580. (8) The reactants are [CH2:1]([C:19]1[CH:24]=[CH:23][C:22]([S:25](Cl)(=[O:27])=[O:26])=[CH:21][CH:20]=1)[CH2:2][CH2:3][CH2:4][CH2:5][CH2:6][CH2:7][CH2:8][CH2:9][CH2:10][CH2:11][CH2:12][CH2:13][CH2:14][CH2:15][CH2:16][CH2:17][CH3:18].[S:29]1[CH:33]=[N:32][N:31]=[C:30]1[NH2:34].Cl. The catalyst is N1C=CC=CC=1. The product is [CH2:1]([C:19]1[CH:24]=[CH:23][C:22]([S:25]([NH:34][C:30]2[S:29][CH:33]=[N:32][N:31]=2)(=[O:27])=[O:26])=[CH:21][CH:20]=1)[CH2:2][CH2:3][CH2:4][CH2:5][CH2:6][CH2:7][CH2:8][CH2:9][CH2:10][CH2:11][CH2:12][CH2:13][CH2:14][CH2:15][CH2:16][CH2:17][CH3:18]. The yield is 0.510.